Dataset: TCR-epitope binding with 47,182 pairs between 192 epitopes and 23,139 TCRs. Task: Binary Classification. Given a T-cell receptor sequence (or CDR3 region) and an epitope sequence, predict whether binding occurs between them. (1) The epitope is KAYNVTQAF. The TCR CDR3 sequence is CASSQDSGQGNTEAFF. Result: 1 (the TCR binds to the epitope). (2) The epitope is LEPLVDLPI. Result: 1 (the TCR binds to the epitope). The TCR CDR3 sequence is CASSLGLSSSGNTIYF. (3) The epitope is KLPDDFTGCV. The TCR CDR3 sequence is CASSHSLEGRRGGYTF. Result: 1 (the TCR binds to the epitope). (4) The epitope is SFHSLHLLF. The TCR CDR3 sequence is CASSLMVDEYF. Result: 1 (the TCR binds to the epitope). (5) The epitope is KLPDDFTGCV. The TCR CDR3 sequence is CASSTIWDRGTGELFF. Result: 1 (the TCR binds to the epitope). (6) The epitope is KRWIIMGLNK. The TCR CDR3 sequence is CASSLPGMAYGYTF. Result: 0 (the TCR does not bind to the epitope). (7) The epitope is LLFNKVTLA. The TCR CDR3 sequence is CASSVGGHLNEKLFF. Result: 0 (the TCR does not bind to the epitope).